From a dataset of Full USPTO retrosynthesis dataset with 1.9M reactions from patents (1976-2016). Predict the reactants needed to synthesize the given product. (1) The reactants are: [OH:1][C:2]1[CH:7]=[CH:6][C:5]([CH2:8][CH2:9][OH:10])=[CH:4][CH:3]=1.[H-].[Na+].COCCl.[CH2:17](Br)[C:18]1[CH:23]=[CH:22][CH:21]=[CH:20][CH:19]=1. Given the product [CH2:17]([O:10][CH2:9][CH2:8][C:5]1[CH:6]=[CH:7][C:2]([OH:1])=[CH:3][CH:4]=1)[C:18]1[CH:23]=[CH:22][CH:21]=[CH:20][CH:19]=1, predict the reactants needed to synthesize it. (2) Given the product [OH:5][CH2:4][CH2:3][N:2]([CH3:1])[C:15](=[O:14])[CH2:11][CH2:12][C:6]([O:7][CH2:16][CH3:17])=[O:9], predict the reactants needed to synthesize it. The reactants are: [CH3:1][NH:2][CH2:3][CH2:4][OH:5].[C:6](=[O:9])([O-])[OH:7].[Na+].[CH2:11]1[CH2:15][O:14]C[CH2:12]1.[CH2:16](C(CC(Cl)=O)C(Cl)=O)[CH3:17]. (3) The reactants are: [I:1][C:2]1[CH:14]=[CH:13][C:12]2[C:11]3[C:6](=[CH:7][C:8]([I:15])=[CH:9][CH:10]=3)[NH:5][C:4]=2[CH:3]=1.C([O-])([O-])=O.[K+].[K+].Br[CH2:23][CH2:24][CH2:25][CH2:26][CH2:27][CH2:28][CH2:29][CH3:30]. Given the product [CH2:23]([N:5]1[C:6]2[CH:7]=[C:8]([I:15])[CH:9]=[CH:10][C:11]=2[C:12]2[C:4]1=[CH:3][C:2]([I:1])=[CH:14][CH:13]=2)[CH2:24][CH2:25][CH2:26][CH2:27][CH2:28][CH2:29][CH3:30], predict the reactants needed to synthesize it. (4) Given the product [N:27]1([C:24]2[N:25]=[CH:26][C:21]([C:2]3[S:6][C:5]([N+:7]([O-:9])=[O:8])=[C:4]([C:10]([NH2:12])=[O:11])[CH:3]=3)=[CH:22][CH:23]=2)[CH2:28][CH2:29][O:30][CH2:31][CH2:32]1, predict the reactants needed to synthesize it. The reactants are: Br[C:2]1[S:6][C:5]([N+:7]([O-:9])=[O:8])=[C:4]([C:10]([NH2:12])=[O:11])[CH:3]=1.CC1(C)C(C)(C)OB([C:21]2[CH:22]=[CH:23][C:24]([N:27]3[CH2:32][CH2:31][O:30][CH2:29][CH2:28]3)=[N:25][CH:26]=2)O1. (5) Given the product [Br:1][C:2]1[CH:7]=[CH:6][C:5]([CH2:8][CH2:9][CH2:10][Br:32])=[CH:4][CH:3]=1, predict the reactants needed to synthesize it. The reactants are: [Br:1][C:2]1[CH:7]=[CH:6][C:5]([CH2:8][CH2:9][CH2:10]O)=[CH:4][CH:3]=1.C1C=CC(P(C2C=CC=CC=2)C2C=CC=CC=2)=CC=1.C(Br)(Br)(Br)[Br:32]. (6) Given the product [CH3:14][S:1][C:2]1[CH2:3][CH2:4][C@@H:5]([C:7]([O:9][C:10]([CH3:13])([CH3:12])[CH3:11])=[O:8])[N:6]=1, predict the reactants needed to synthesize it. The reactants are: [S:1]=[C:2]1[NH:6][C@H:5]([C:7]([O:9][C:10]([CH3:13])([CH3:12])[CH3:11])=[O:8])[CH2:4][CH2:3]1.[CH2:14]1COCC1. (7) Given the product [NH2:6][C@@H:5]([C:1]([CH3:4])([CH3:3])[CH3:2])[C:9]([N:13]1[CH2:16][CH2:15][CH2:14]1)=[O:10], predict the reactants needed to synthesize it. The reactants are: [C:1]([C@H:5]1[C:9](=[O:10])OC(=O)[NH:6]1)([CH3:4])([CH3:3])[CH3:2].Cl.[NH:13]1[CH2:16][CH2:15][CH2:14]1. (8) Given the product [NH2:13][CH:14]1[CH2:15][N:16]([C:18]2[CH:19]=[C:20]([CH:26]=[CH:27][CH:28]=2)[C:21]([O:23][CH2:24][CH3:25])=[O:22])[CH2:17]1, predict the reactants needed to synthesize it. The reactants are: P(=O)(O)(O)O.C(OC([NH:13][CH:14]1[CH2:17][N:16]([C:18]2[CH:19]=[C:20]([CH:26]=[CH:27][CH:28]=2)[C:21]([O:23][CH2:24][CH3:25])=[O:22])[CH2:15]1)=O)(C)(C)C.O.[OH-].[Na+]. (9) The reactants are: [H-].[Na+].[Cl:3][C:4]1[C:5]2[CH:12]=[CH:11][NH:10][C:6]=2[N:7]=[CH:8][N:9]=1.Cl[CH2:14][O:15][CH2:16][C:17]1[CH:22]=[CH:21][CH:20]=[CH:19][CH:18]=1. Given the product [CH2:16]([O:15][CH2:14][N:10]1[C:6]2[N:7]=[CH:8][N:9]=[C:4]([Cl:3])[C:5]=2[CH:12]=[CH:11]1)[C:17]1[CH:22]=[CH:21][CH:20]=[CH:19][CH:18]=1, predict the reactants needed to synthesize it.